Dataset: NCI-60 drug combinations with 297,098 pairs across 59 cell lines. Task: Regression. Given two drug SMILES strings and cell line genomic features, predict the synergy score measuring deviation from expected non-interaction effect. (1) Drug 1: C1C(C(OC1N2C=NC3=C(N=C(N=C32)Cl)N)CO)O. Drug 2: CC1=C(C(=CC=C1)Cl)NC(=O)C2=CN=C(S2)NC3=CC(=NC(=N3)C)N4CCN(CC4)CCO. Cell line: KM12. Synergy scores: CSS=19.6, Synergy_ZIP=-3.13, Synergy_Bliss=0.0693, Synergy_Loewe=-2.12, Synergy_HSA=-2.88. (2) Drug 1: C1=C(C(=O)NC(=O)N1)F. Drug 2: CS(=O)(=O)CCNCC1=CC=C(O1)C2=CC3=C(C=C2)N=CN=C3NC4=CC(=C(C=C4)OCC5=CC(=CC=C5)F)Cl. Cell line: SK-OV-3. Synergy scores: CSS=33.6, Synergy_ZIP=-1.61, Synergy_Bliss=0.820, Synergy_Loewe=4.41, Synergy_HSA=6.23. (3) Drug 1: CS(=O)(=O)C1=CC(=C(C=C1)C(=O)NC2=CC(=C(C=C2)Cl)C3=CC=CC=N3)Cl. Drug 2: C1=NC(=NC(=O)N1C2C(C(C(O2)CO)O)O)N. Cell line: HOP-92. Synergy scores: CSS=10.1, Synergy_ZIP=-2.03, Synergy_Bliss=1.05, Synergy_Loewe=-1.12, Synergy_HSA=1.27. (4) Drug 1: C1CCN(CC1)CCOC2=CC=C(C=C2)C(=O)C3=C(SC4=C3C=CC(=C4)O)C5=CC=C(C=C5)O. Drug 2: C1=CN(C(=O)N=C1N)C2C(C(C(O2)CO)O)O.Cl. Cell line: MCF7. Synergy scores: CSS=31.3, Synergy_ZIP=-6.58, Synergy_Bliss=-1.88, Synergy_Loewe=0.736, Synergy_HSA=4.10. (5) Drug 1: CN(C)C(=N)N=C(N)N. Drug 2: B(C(CC(C)C)NC(=O)C(CC1=CC=CC=C1)NC(=O)C2=NC=CN=C2)(O)O. Cell line: NCI-H460. Synergy scores: CSS=64.0, Synergy_ZIP=0.728, Synergy_Bliss=1.53, Synergy_Loewe=-18.1, Synergy_HSA=3.42. (6) Drug 1: CC(C1=C(C=CC(=C1Cl)F)Cl)OC2=C(N=CC(=C2)C3=CN(N=C3)C4CCNCC4)N. Drug 2: C1C(C(OC1N2C=NC3=C2NC=NCC3O)CO)O. Cell line: OVCAR-5. Synergy scores: CSS=8.49, Synergy_ZIP=-2.76, Synergy_Bliss=2.00, Synergy_Loewe=-3.97, Synergy_HSA=1.07. (7) Drug 1: CC(C)(C#N)C1=CC(=CC(=C1)CN2C=NC=N2)C(C)(C)C#N. Drug 2: CC1=C(C=C(C=C1)C(=O)NC2=CC(=CC(=C2)C(F)(F)F)N3C=C(N=C3)C)NC4=NC=CC(=N4)C5=CN=CC=C5. Cell line: SF-295. Synergy scores: CSS=8.95, Synergy_ZIP=8.22, Synergy_Bliss=2.74, Synergy_Loewe=-10.7, Synergy_HSA=-7.19. (8) Drug 1: C1=NC2=C(N1)C(=S)N=CN2. Drug 2: CC(C)NC(=O)C1=CC=C(C=C1)CNNC.Cl. Cell line: MOLT-4. Synergy scores: CSS=38.2, Synergy_ZIP=5.82, Synergy_Bliss=2.20, Synergy_Loewe=-39.6, Synergy_HSA=0.503. (9) Drug 1: CNC(=O)C1=CC=CC=C1SC2=CC3=C(C=C2)C(=NN3)C=CC4=CC=CC=N4. Drug 2: CC1C(C(CC(O1)OC2CC(CC3=C2C(=C4C(=C3O)C(=O)C5=C(C4=O)C(=CC=C5)OC)O)(C(=O)C)O)N)O.Cl. Cell line: TK-10. Synergy scores: CSS=29.0, Synergy_ZIP=-2.93, Synergy_Bliss=7.81, Synergy_Loewe=-0.130, Synergy_HSA=6.32. (10) Synergy scores: CSS=-0.243, Synergy_ZIP=1.11, Synergy_Bliss=0.0716, Synergy_Loewe=0.360, Synergy_HSA=-2.24. Drug 2: CNC(=O)C1=NC=CC(=C1)OC2=CC=C(C=C2)NC(=O)NC3=CC(=C(C=C3)Cl)C(F)(F)F. Cell line: HCT116. Drug 1: CCC(=C(C1=CC=CC=C1)C2=CC=C(C=C2)OCCN(C)C)C3=CC=CC=C3.C(C(=O)O)C(CC(=O)O)(C(=O)O)O.